Dataset: Full USPTO retrosynthesis dataset with 1.9M reactions from patents (1976-2016). Task: Predict the reactants needed to synthesize the given product. Given the product [CH3:1][C:2]1[C:3]([CH3:21])=[CH:4][C:5]2[N:14]([CH2:15][CH2:16][N:22]3[CH2:27][CH2:26][CH:25]([CH2:28][NH:29][C:30](=[O:36])[O:31][C:32]([CH3:33])([CH3:35])[CH3:34])[CH2:24][CH2:23]3)[C:13]3[C:8]([C:9](=[O:19])[NH:10][C:11](=[O:18])[N:12]=3)=[N:7][C:6]=2[CH:20]=1, predict the reactants needed to synthesize it. The reactants are: [CH3:1][C:2]1[C:3]([CH3:21])=[CH:4][C:5]2[N:14]([CH2:15][CH:16]=O)[C:13]3[C:8]([C:9](=[O:19])[NH:10][C:11](=[O:18])[N:12]=3)=[N:7][C:6]=2[CH:20]=1.[NH:22]1[CH2:27][CH2:26][CH:25]([CH2:28][NH:29][C:30](=[O:36])[O:31][C:32]([CH3:35])([CH3:34])[CH3:33])[CH2:24][CH2:23]1.CC(O)=O.[BH3-]C#N.[Na+].